This data is from CYP1A2 inhibition data for predicting drug metabolism from PubChem BioAssay. The task is: Regression/Classification. Given a drug SMILES string, predict its absorption, distribution, metabolism, or excretion properties. Task type varies by dataset: regression for continuous measurements (e.g., permeability, clearance, half-life) or binary classification for categorical outcomes (e.g., BBB penetration, CYP inhibition). Dataset: cyp1a2_veith. The drug is CS(=O)(=O)Nc1cccc(-c2nc(NCc3ccccc3)c3ccccc3n2)c1. The result is 1 (inhibitor).